From a dataset of Catalyst prediction with 721,799 reactions and 888 catalyst types from USPTO. Predict which catalyst facilitates the given reaction. (1) The catalyst class is: 5. Reactant: [Br:1][C:2]1[C:10]2[O:9][C:8]([CH2:11]Br)=[CH:7][C:6]=2[C:5]([F:13])=[C:4]([F:14])[CH:3]=1.[CH3:15][OH:16].C[O-].[Na+]. Product: [Br:1][C:2]1[C:10]2[O:9][C:8]([CH2:11][O:16][CH3:15])=[CH:7][C:6]=2[C:5]([F:13])=[C:4]([F:14])[CH:3]=1. (2) Reactant: [C:1]1([C:6]2[CH:11]=[C:10]([N+:12]([O-])=O)[CH:9]=[C:8]([N+:15]([O-])=O)[CH:7]=2)[CH2:5][CH2:4][CH2:3][CH:2]=1.[H][H].[CH3:20][O:21][C:22]1[N:27]=[C:26]([O:28][CH3:29])[C:25]([C:30]2[CH:39]=[C:38]3[C:33]([C:34](Cl)=[C:35]([C:40]([NH2:42])=[O:41])[CH:36]=[N:37]3)=[CH:32][CH:31]=2)=[CH:24][N:23]=1. Product: [NH2:12][C:10]1[CH:9]=[C:8]([NH:15][C:34]2[C:33]3[C:38](=[CH:39][C:30]([C:25]4[C:26]([O:28][CH3:29])=[N:27][C:22]([O:21][CH3:20])=[N:23][CH:24]=4)=[CH:31][CH:32]=3)[N:37]=[CH:36][C:35]=2[C:40]([NH2:42])=[O:41])[CH:7]=[C:6]([CH:1]2[CH2:5][CH2:4][CH2:3][CH2:2]2)[CH:11]=1. The catalyst class is: 331.